Dataset: Catalyst prediction with 721,799 reactions and 888 catalyst types from USPTO. Task: Predict which catalyst facilitates the given reaction. (1) Reactant: [CH3:1][C:2]1[CH:3]=[CH:4][C:5]([N+:11]([O-:13])=[O:12])=[C:6]([CH:10]=1)[C:7](O)=[O:8].S(Cl)([Cl:16])=O. Product: [CH3:1][C:2]1[CH:3]=[CH:4][C:5]([N+:11]([O-:13])=[O:12])=[C:6]([CH:10]=1)[C:7]([Cl:16])=[O:8]. The catalyst class is: 4. (2) Reactant: [C:1]([O:5][C:6](=[O:25])[N:7]([CH2:9][C:10]1[CH:14]=[C:13](Br)[N:12]([S:16]([C:19]2[CH:20]=[N:21][CH:22]=[CH:23][CH:24]=2)(=[O:18])=[O:17])[CH:11]=1)[CH3:8])([CH3:4])([CH3:3])[CH3:2].[F:26][C:27]1[CH:28]=[C:29](B(O)O)[CH:30]=[CH:31][CH:32]=1.C(=O)([O-])[O-].[Na+].[Na+]. Product: [C:1]([O:5][C:6](=[O:25])[N:7]([CH2:9][C:10]1[CH:14]=[C:13]([C:31]2[CH:30]=[CH:29][CH:28]=[C:27]([F:26])[CH:32]=2)[N:12]([S:16]([C:19]2[CH:20]=[N:21][CH:22]=[CH:23][CH:24]=2)(=[O:18])=[O:17])[CH:11]=1)[CH3:8])([CH3:4])([CH3:3])[CH3:2]. The catalyst class is: 73. (3) Reactant: Cl[C:2]1[C:7]([C:8]([O:10][CH2:11][CH3:12])=[O:9])=[CH:6][N:5]=[C:4]([S:13][CH3:14])[N:3]=1.[CH2:15]([O:24][Na])[C:16]1[CH:23]=[CH:22][C:19]([O:20][CH3:21])=[CH:18][CH:17]=1. Product: [CH3:21][O:20][C:19]1[CH:22]=[CH:23][C:16]([CH2:15][O:24][C:2]2[C:7]([C:8]([O:10][CH2:11][CH3:12])=[O:9])=[CH:6][N:5]=[C:4]([S:13][CH3:14])[N:3]=2)=[CH:17][CH:18]=1. The catalyst class is: 1. (4) Reactant: [CH:1]([C:4]1[N:9]=[C:8]([O:10]C)[C:7]([C:12]2[N:17]=[C:16]3[C:18]([CH3:26])=[CH:19][N:20]([C@@H:21]([CH3:25])[CH2:22][O:23][CH3:24])[C:15]3=[CH:14][C:13]=2[O:27][CH3:28])=[CH:6][CH:5]=1)([CH3:3])[CH3:2].C(=O)(O)[O-].[Na+]. Product: [CH:1]([C:4]1[N:9]=[C:8]([OH:10])[C:7]([C:12]2[N:17]=[C:16]3[C:18]([CH3:26])=[CH:19][N:20]([C@@H:21]([CH3:25])[CH2:22][O:23][CH3:24])[C:15]3=[CH:14][C:13]=2[O:27][CH3:28])=[CH:6][CH:5]=1)([CH3:3])[CH3:2]. The catalyst class is: 126.